From a dataset of Forward reaction prediction with 1.9M reactions from USPTO patents (1976-2016). Predict the product of the given reaction. Given the reactants N#N.C[O:4][C:5]([C:7]1[N:8]=[CH:9][O:10][C:11]=1[C:12]1[CH:17]=[CH:16][CH:15]=[C:14]([CH2:18][OH:19])[CH:13]=1)=[O:6].[OH-].[Na+].Cl, predict the reaction product. The product is: [OH:19][CH2:18][C:14]1[CH:13]=[C:12]([C:11]2[O:10][CH:9]=[N:8][C:7]=2[C:5]([OH:6])=[O:4])[CH:17]=[CH:16][CH:15]=1.